From a dataset of Full USPTO retrosynthesis dataset with 1.9M reactions from patents (1976-2016). Predict the reactants needed to synthesize the given product. (1) Given the product [CH3:1][C@H:2]1[C@H:20]([CH3:21])[N:7]2[C:8]3[CH:9]=[C:10]([C:15]([OH:17])=[O:16])[CH:11]=[CH:12][C:13]=3[CH:14]=[C:6]2[C:5](=[O:22])[NH:4][CH2:3]1, predict the reactants needed to synthesize it. The reactants are: [CH3:1][C@H:2]1[C@H:20]([CH3:21])[N:7]2[C:8]3[CH:9]=[C:10]([C:15]([O:17]CC)=[O:16])[CH:11]=[CH:12][C:13]=3[CH:14]=[C:6]2[C:5](=[O:22])[NH:4][CH2:3]1. (2) Given the product [Cl:15][CH2:10][C:7]1[C:6]2[CH:12]=[C:2]([F:1])[CH:3]=[CH:4][C:5]=2[O:9][CH:8]=1, predict the reactants needed to synthesize it. The reactants are: [F:1][C:2]1[CH:3]=[CH:4][C:5]2[O:9][CH:8]=[C:7]([CH2:10]O)[C:6]=2[CH:12]=1.S(Cl)([Cl:15])=O.